The task is: Regression. Given a peptide amino acid sequence and an MHC pseudo amino acid sequence, predict their binding affinity value. This is MHC class I binding data.. This data is from Peptide-MHC class I binding affinity with 185,985 pairs from IEDB/IMGT. (1) The peptide sequence is EQLKNIQSL. The MHC is H-2-Db with pseudo-sequence H-2-Db. The binding affinity (normalized) is 0.0704. (2) The peptide sequence is AEILSGRVI. The MHC is HLA-B44:02 with pseudo-sequence HLA-B44:02. The binding affinity (normalized) is 0.0801. (3) The peptide sequence is YFVASFRLF. The MHC is HLA-A01:01 with pseudo-sequence HLA-A01:01. The binding affinity (normalized) is 0.371. (4) The peptide sequence is TRSFTTHFL. The MHC is HLA-A02:03 with pseudo-sequence HLA-A02:03. The binding affinity (normalized) is 0.0847.